This data is from Ames mutagenicity test results for genotoxicity prediction. The task is: Regression/Classification. Given a drug SMILES string, predict its toxicity properties. Task type varies by dataset: regression for continuous values (e.g., LD50, hERG inhibition percentage) or binary classification for toxic/non-toxic outcomes (e.g., AMES mutagenicity, cardiotoxicity, hepatotoxicity). Dataset: ames. The compound is COc1cc(C2Oc3cc(O)cc(O)c3C(=O)C2=O)ccc1O. The result is 0 (non-mutagenic).